From a dataset of Merck oncology drug combination screen with 23,052 pairs across 39 cell lines. Regression. Given two drug SMILES strings and cell line genomic features, predict the synergy score measuring deviation from expected non-interaction effect. (1) Drug 1: CN1C(=O)C=CC2(C)C3CCC4(C)C(NC(=O)OCC(F)(F)F)CCC4C3CCC12. Drug 2: N#Cc1ccc(Cn2cncc2CN2CCN(c3cccc(Cl)c3)C(=O)C2)cc1. Cell line: LNCAP. Synergy scores: synergy=5.64. (2) Drug 1: CN1C(=O)C=CC2(C)C3CCC4(C)C(NC(=O)OCC(F)(F)F)CCC4C3CCC12. Drug 2: CN(C)C(=N)N=C(N)N. Cell line: MSTO. Synergy scores: synergy=1.06.